From a dataset of Reaction yield outcomes from USPTO patents with 853,638 reactions. Predict the reaction yield, written as a fraction of the theoretical maximum amount of product (1.0 means a 100% yield; for example, 0.34 means a 34% yield). (1) The reactants are Cl[C:2]1[N:7]=[C:6]([C:8]#[N:9])[CH:5]=[CH:4][CH:3]=1.[C:10]1(OB(O)O)[CH:15]=[CH:14][CH:13]=[CH:12][CH:11]=1.C(=O)([O-])[O-].[K+].[K+]. The catalyst is C1(C)C=CC=CC=1.C(O)C.C1C=CC([P]([Pd]([P](C2C=CC=CC=2)(C2C=CC=CC=2)C2C=CC=CC=2)([P](C2C=CC=CC=2)(C2C=CC=CC=2)C2C=CC=CC=2)[P](C2C=CC=CC=2)(C2C=CC=CC=2)C2C=CC=CC=2)(C2C=CC=CC=2)C2C=CC=CC=2)=CC=1.O.C(OCC)(=O)C. The product is [C:10]1([C:2]2[N:7]=[C:6]([C:8]#[N:9])[CH:5]=[CH:4][CH:3]=2)[CH:15]=[CH:14][CH:13]=[CH:12][CH:11]=1. The yield is 0.860. (2) The reactants are C(O[C:4](=[O:21])[C:5](=[C:11]([S:19][CH3:20])[NH:12][C:13]1[CH:18]=[CH:17][CH:16]=[CH:15][CH:14]=1)[C:6]([O:8][CH2:9][CH3:10])=[O:7])C. The catalyst is ClC1C=CC=CC=1Cl. The product is [CH2:9]([O:8][C:6]([C:5]1[C:11]([S:19][CH3:20])=[N:12][C:13]2[C:14]([C:4]=1[OH:21])=[CH:15][CH:16]=[CH:17][CH:18]=2)=[O:7])[CH3:10]. The yield is 0.350. (3) The catalyst is O. The product is [O:1]1[CH:5]=[CH:4][CH:3]=[C:2]1[C:6]1[O:7][C:8]([CH3:38])=[C:9]([CH2:11][O:12][C:13]2[CH:35]=[CH:34][C:16]([CH2:17][O:18][C:19]3[C:23](/[CH:24]=[CH:25]/[CH:26]=[CH:39]/[P:48](=[O:55])([O:49][CH2:50][CH3:51])[O:52][CH2:53][CH3:54])=[CH:22][N:21]([C:28]4[CH:29]=[CH:30][CH:31]=[CH:32][CH:33]=4)[N:20]=3)=[CH:15][C:14]=2[O:36][CH3:37])[N:10]=1. The reactants are [O:1]1[CH:5]=[CH:4][CH:3]=[C:2]1[C:6]1[O:7][C:8]([CH3:38])=[C:9]([CH2:11][O:12][C:13]2[CH:35]=[CH:34][C:16]([CH2:17][O:18][C:19]3[C:23](/[CH:24]=[CH:25]/[CH:26]=O)=[CH:22][N:21]([C:28]4[CH:33]=[CH:32][CH:31]=[CH:30][CH:29]=4)[N:20]=3)=[CH:15][C:14]=2[O:36][CH3:37])[N:10]=1.[CH2:39]([P:48](=[O:55])([O:52][CH2:53][CH3:54])[O:49][CH2:50][CH3:51])P(=O)(OCC)OCC.CN(C)C=O.[H-].[Na+]. The yield is 0.820. (4) The reactants are [F:1][C:2]1[C:7]([F:8])=[CH:6][C:5]([CH:9]2[C:17]3[C:12](=[CH:13][CH:14]=[CH:15][CH:16]=3)[N:11]([CH:18]([C:25]3[CH:30]=[CH:29][CH:28]=[CH:27][CH:26]=3)[C:19]3[CH:24]=[CH:23][CH:22]=[CH:21][CH:20]=3)[C:10]2=[O:31])=[C:4]([OH:32])[CH:3]=1.[C:33](=O)([O-])[O-].[Cs+].[Cs+].ClCI. The catalyst is O1CCCC1. The product is [C:19]1([CH:18]([C:25]2[CH:26]=[CH:27][CH:28]=[CH:29][CH:30]=2)[N:11]2[C:12]3[C:17](=[CH:16][CH:15]=[CH:14][CH:13]=3)[C:9]3([C:5]4[CH:6]=[C:7]([F:8])[C:2]([F:1])=[CH:3][C:4]=4[O:32][CH2:33]3)[C:10]2=[O:31])[CH:24]=[CH:23][CH:22]=[CH:21][CH:20]=1. The yield is 0.700. (5) The reactants are [CH:1]1([N:7]2[C:11]3=[N:12][CH:13]=[C:14]([C:16]4[N:20](CCC#N)[N:19]=[N:18][N:17]=4)[CH:15]=[C:10]3[N:9]=[C:8]2[C:25]2[CH:30]=[CH:29][C:28]([OH:31])=[CH:27][CH:26]=2)[CH2:6][CH2:5][CH2:4][CH2:3][CH2:2]1.Br[CH2:33][C:34]1[CH:39]=[C:38]([C:40]([NH:42][CH3:43])=[O:41])[CH:37]=[CH:36][C:35]=1[C:44]1[CH:49]=[CH:48][C:47]([C:50]#[N:51])=[CH:46][CH:45]=1.C(=O)([O-])[O-].[Cs+].[Cs+].C(OCC)(=O)C. The catalyst is CN(C)C=O. The product is [CH3:43][NH:42][C:40]([C:38]1[CH:37]=[CH:36][C:35]([C:44]2[CH:49]=[CH:48][C:47]([C:50]#[N:51])=[CH:46][CH:45]=2)=[C:34]([CH2:33][O:31][C:28]2[CH:29]=[CH:30][C:25]([C:8]3[N:7]([CH:1]4[CH2:2][CH2:3][CH2:4][CH2:5][CH2:6]4)[C:11]4=[N:12][CH:13]=[C:14]([C:16]5[NH:17][N:18]=[N:19][N:20]=5)[CH:15]=[C:10]4[N:9]=3)=[CH:26][CH:27]=2)[CH:39]=1)=[O:41]. The yield is 0.0700. (6) The reactants are Cl.[CH2:2]1[C:14]2[C:13]3[CH:12]=[CH:11][CH:10]=[CH:9][C:8]=3[N:7]([CH2:15][C:16]([O:18][CH2:19][CH3:20])=[O:17])[C:6]=2[CH2:5][CH2:4][NH:3]1.CCN(C(C)C)C(C)C.Br[CH2:31][CH2:32][C:33]1[CH:38]=[CH:37][CH:36]=[CH:35][CH:34]=1. The catalyst is C(#N)C. The product is [CH2:31]([N:3]1[CH2:4][CH2:5][C:6]2[N:7]([CH2:15][C:16]([O:18][CH2:19][CH3:20])=[O:17])[C:8]3[CH:9]=[CH:10][CH:11]=[CH:12][C:13]=3[C:14]=2[CH2:2]1)[CH2:32][C:33]1[CH:38]=[CH:37][CH:36]=[CH:35][CH:34]=1. The yield is 0.600.